From a dataset of Reaction yield outcomes from USPTO patents with 853,638 reactions. Predict the reaction yield, written as a fraction of the theoretical maximum amount of product (1.0 means a 100% yield; for example, 0.34 means a 34% yield). (1) The reactants are [F:1][C:2]1([F:32])[CH2:7][CH2:6][CH:5]([CH2:8][C:9]2[N:13]3[C:14]([CH3:25])=[CH:15][C:16]([C:18](=[O:24])[N:19]([CH2:22][CH3:23])[CH2:20][CH3:21])=[CH:17][C:12]3=[N:11][C:10]=2[C:26](N(C)OC)=[O:27])[CH2:4][CH2:3]1.[CH2:33]([Mg]Br)[CH3:34].[Cl-].[NH4+]. The catalyst is C1COCC1. The product is [F:32][C:2]1([F:1])[CH2:3][CH2:4][CH:5]([CH2:8][C:9]2[N:13]3[C:14]([CH3:25])=[CH:15][C:16]([C:18]([N:19]([CH2:20][CH3:21])[CH2:22][CH3:23])=[O:24])=[CH:17][C:12]3=[N:11][C:10]=2[C:26](=[O:27])[CH2:33][CH3:34])[CH2:6][CH2:7]1. The yield is 0.690. (2) The product is [N:1]1([C:7]2[C:16]3[C:11](=[CH:12][CH:13]=[C:14]([C:17]([OH:19])=[O:18])[CH:15]=3)[N:10]=[C:9]([C:22]([F:24])([F:23])[F:25])[CH:29]=2)[CH2:2][CH2:3][CH2:4][CH2:5][CH2:6]1. The reactants are [N:1]1([C:7]2[C:16]3[C:11](=[CH:12][CH:13]=[C:14]([C:17]([O:19]CC)=[O:18])[CH:15]=3)[N:10]=[C:9]([C:22]([F:25])([F:24])[F:23])N=2)[CH2:6][CH2:5][CH2:4][CH2:3][CH2:2]1.[OH-].[Li+].Cl.[CH3:29]O. The yield is 0.950. The catalyst is O.